From a dataset of Peptide-MHC class I binding affinity with 185,985 pairs from IEDB/IMGT. Regression. Given a peptide amino acid sequence and an MHC pseudo amino acid sequence, predict their binding affinity value. This is MHC class I binding data. The peptide sequence is YTPLNYSKF. The MHC is HLA-B58:01 with pseudo-sequence HLA-B58:01. The binding affinity (normalized) is 0.0847.